From a dataset of Forward reaction prediction with 1.9M reactions from USPTO patents (1976-2016). Predict the product of the given reaction. (1) Given the reactants [C:9](O[C:9]([O:11][C:12]([CH3:15])([CH3:14])[CH3:13])=[O:10])([O:11][C:12]([CH3:15])([CH3:14])[CH3:13])=[O:10].[NH2:16][C:17]([CH3:21])([CH3:20])[CH2:18][OH:19].O, predict the reaction product. The product is: [OH:19][CH2:18][C:17]([NH:16][C:9](=[O:10])[O:11][C:12]([CH3:13])([CH3:14])[CH3:15])([CH3:21])[CH3:20]. (2) Given the reactants [O:1]1[CH2:6][CH2:5][CH2:4][CH2:3][CH:2]1[N:7]1[C:11]2[CH:12]=[CH:13][C:14]([C:16](OC)=[O:17])=[CH:15][C:10]=2[N:9]=[CH:8]1.[H-].[H-].[H-].[H-].[Li+].[Al+3].O.[OH-].[Na+], predict the reaction product. The product is: [O:1]1[CH2:6][CH2:5][CH2:4][CH2:3][CH:2]1[N:7]1[C:11]2[CH:12]=[CH:13][C:14]([CH2:16][OH:17])=[CH:15][C:10]=2[N:9]=[CH:8]1. (3) Given the reactants [OH:1][CH:2]([C:6]1[CH:11]=[CH:10][C:9]([C:12]2[N:16]=[C:15]([C:17]3[O:21][N:20]=[C:19]([C:22]4[CH:27]=[CH:26][CH:25]=[CH:24][CH:23]=4)[C:18]=3[C:28]([F:31])([F:30])[F:29])[O:14][N:13]=2)=[CH:8][CH:7]=1)[C:3](O)=[O:4].C[N:33]1[CH2:38][CH2:37][O:36][CH2:35][CH2:34]1.Cl.O1CC[C@H](N)C1.F[P-](F)(F)(F)(F)F.N1(O[P+](N(C)C)(N(C)C)N(C)C)C2C=CC=CC=2N=N1, predict the reaction product. The product is: [OH:1][CH:2]([C:6]1[CH:7]=[CH:8][C:9]([C:12]2[N:16]=[C:15]([C:17]3[O:21][N:20]=[C:19]([C:22]4[CH:27]=[CH:26][CH:25]=[CH:24][CH:23]=4)[C:18]=3[C:28]([F:31])([F:29])[F:30])[O:14][N:13]=2)=[CH:10][CH:11]=1)[C:3]([NH:33][C@H:34]1[CH2:38][CH2:37][O:36][CH2:35]1)=[O:4]. (4) Given the reactants [F:1][C:2]1[CH:7]=[CH:6][C:5]([C:8]2[O:9][C:10]3[CH:20]=[CH:19][C:18]([C:21]4[CH:22]=[C:23]([CH:27]=[CH:28][CH:29]=4)[C:24]([OH:26])=O)=[CH:17][C:11]=3[C:12]=2[C:13](=[O:16])[NH:14][CH3:15])=[CH:4][CH:3]=1.CCN=C=NCCCN(C)C.Cl.[CH3:42][NH:43][S:44]([C:47]1[CH:52]=[CH:51][CH:50]=[CH:49][CH:48]=1)(=[O:46])=[O:45].ClCCCl, predict the reaction product. The product is: [F:1][C:2]1[CH:7]=[CH:6][C:5]([C:8]2[O:9][C:10]3[CH:20]=[CH:19][C:18]([C:21]4[CH:29]=[CH:28][CH:27]=[C:23]([C:24](=[O:26])[N:43]([CH3:42])[S:44]([C:47]5[CH:52]=[CH:51][CH:50]=[CH:49][CH:48]=5)(=[O:46])=[O:45])[CH:22]=4)=[CH:17][C:11]=3[C:12]=2[C:13]([NH:14][CH3:15])=[O:16])=[CH:4][CH:3]=1.